This data is from Peptide-MHC class I binding affinity with 185,985 pairs from IEDB/IMGT. The task is: Regression. Given a peptide amino acid sequence and an MHC pseudo amino acid sequence, predict their binding affinity value. This is MHC class I binding data. The peptide sequence is QELKNSAVSL. The MHC is HLA-B44:02 with pseudo-sequence HLA-B44:02. The binding affinity (normalized) is 0.772.